This data is from Forward reaction prediction with 1.9M reactions from USPTO patents (1976-2016). The task is: Predict the product of the given reaction. (1) Given the reactants ClC1C=CC([C@@H]2CCN(C(OC(C)(C)C)=O)C[C@H]2COC2C=C(F)C(S(=O)(=O)N(CC3C=CC(OC)=CC=3OC)C3SN=CN=3)=CC=2F)=CC=1.[Cl:51][C:52]1[CH:57]=[CH:56][C:55]([C@@H:58]2[CH2:63][CH2:62][N:61]([CH2:64][CH:65]([F:67])[F:66])[CH2:60][C@H:59]2[CH2:68][O:69][C:70]2[C:75]([F:76])=[CH:74][C:73]([S:77]([N:80](CC3C=CC(OC)=CC=3OC)[C:81]3[S:85][N:84]=[CH:83][N:82]=3)(=[O:79])=[O:78])=[C:72]([F:97])[CH:71]=2)=[CH:54][CH:53]=1, predict the reaction product. The product is: [Cl:51][C:52]1[CH:57]=[CH:56][C:55]([C@@H:58]2[CH2:63][CH2:62][N:61]([CH2:64][CH:65]([F:66])[F:67])[CH2:60][C@H:59]2[CH2:68][O:69][C:70]2[C:75]([F:76])=[CH:74][C:73]([S:77]([NH:80][C:81]3[S:85][N:84]=[CH:83][N:82]=3)(=[O:79])=[O:78])=[C:72]([F:97])[CH:71]=2)=[CH:54][CH:53]=1. (2) Given the reactants C[O:2][C:3]([C:5]1[S:9][C:8]2[C:10]([Cl:14])=[CH:11][CH:12]=[CH:13][C:7]=2[CH:6]=1)=O.[H-].[H-].[H-].[H-].[Li+].[Al+3], predict the reaction product. The product is: [Cl:14][C:10]1[C:8]2[S:9][C:5]([CH2:3][OH:2])=[CH:6][C:7]=2[CH:13]=[CH:12][CH:11]=1. (3) Given the reactants CC1N2C(N)=C(Cl)C=C(C(O)=O)C2=NC=1C.[NH2:17][C:18]1[N:23]2[CH:24]=[C:25]([CH2:27]C)[N:26]=[C:22]2[C:21]([C:29]([NH:31][CH2:32][CH:33]2[CH2:38][CH2:37][N:36]([CH2:39][C:40]([O:43][CH3:44])([CH3:42])[CH3:41])[CH2:35][CH2:34]2)=[O:30])=[CH:20][C:19]=1[Cl:45], predict the reaction product. The product is: [NH2:17][C:18]1[N:23]2[CH:24]=[C:25]([CH3:27])[N:26]=[C:22]2[C:21]([C:29]([NH:31][CH2:32][CH:33]2[CH2:34][CH2:35][N:36]([CH2:39][C:40]([O:43][CH3:44])([CH3:41])[CH3:42])[CH2:37][CH2:38]2)=[O:30])=[CH:20][C:19]=1[Cl:45].